This data is from NCI-60 drug combinations with 297,098 pairs across 59 cell lines. The task is: Regression. Given two drug SMILES strings and cell line genomic features, predict the synergy score measuring deviation from expected non-interaction effect. (1) Drug 2: CC1C(C(CC(O1)OC2CC(OC(C2O)C)OC3=CC4=CC5=C(C(=O)C(C(C5)C(C(=O)C(C(C)O)O)OC)OC6CC(C(C(O6)C)O)OC7CC(C(C(O7)C)O)OC8CC(C(C(O8)C)O)(C)O)C(=C4C(=C3C)O)O)O)O. Cell line: ACHN. Synergy scores: CSS=1.70, Synergy_ZIP=5.17, Synergy_Bliss=9.73, Synergy_Loewe=9.80, Synergy_HSA=9.78. Drug 1: CNC(=O)C1=CC=CC=C1SC2=CC3=C(C=C2)C(=NN3)C=CC4=CC=CC=N4. (2) Drug 1: CC1CCC2CC(C(=CC=CC=CC(CC(C(=O)C(C(C(=CC(C(=O)CC(OC(=O)C3CCCCN3C(=O)C(=O)C1(O2)O)C(C)CC4CCC(C(C4)OC)O)C)C)O)OC)C)C)C)OC. Drug 2: CCN(CC)CCNC(=O)C1=C(NC(=C1C)C=C2C3=C(C=CC(=C3)F)NC2=O)C. Cell line: HT29. Synergy scores: CSS=4.79, Synergy_ZIP=3.54, Synergy_Bliss=11.0, Synergy_Loewe=4.90, Synergy_HSA=5.27. (3) Drug 1: CC(CN1CC(=O)NC(=O)C1)N2CC(=O)NC(=O)C2. Drug 2: C1=CC=C(C(=C1)C(C2=CC=C(C=C2)Cl)C(Cl)Cl)Cl. Cell line: DU-145. Synergy scores: CSS=15.0, Synergy_ZIP=-3.24, Synergy_Bliss=4.09, Synergy_Loewe=-2.11, Synergy_HSA=4.50.